Dataset: Forward reaction prediction with 1.9M reactions from USPTO patents (1976-2016). Task: Predict the product of the given reaction. (1) Given the reactants [ClH:1].[CH3:2][NH:3][C:4]1[CH:15]=[CH:14][C:7]([C:8]([O:10][CH2:11][CH:12]=[CH2:13])=[O:9])=[CH:6][CH:5]=1.Cl.[N:17]([O-])=O.[Na+], predict the reaction product. The product is: [ClH:1].[CH3:2][N:3]([C:4]1[CH:15]=[CH:14][C:7]([C:8]([O:10][CH2:11][CH:12]=[CH2:13])=[O:9])=[CH:6][CH:5]=1)[NH2:17]. (2) Given the reactants [ClH:1].C(OCC)C.[N:7]1([C:12]2[CH:13]=[C:14]([CH:38]=[CH:39][CH:40]=2)[CH2:15][CH2:16][N:17]2[CH2:21][CH2:20][CH2:19][C@@H:18]2[CH2:22][N:23]2[C:29]3[CH:30]=[CH:31][CH:32]=[CH:33][C:28]=3[CH2:27][O:26][C:25]3[CH:34]=[CH:35][CH:36]=[CH:37][C:24]2=3)[CH2:11][CH2:10][CH2:9][CH2:8]1, predict the reaction product. The product is: [ClH:1].[ClH:1].[N:7]1([C:12]2[CH:13]=[C:14]([CH:38]=[CH:39][CH:40]=2)[CH2:15][CH2:16][N:17]2[CH2:21][CH2:20][CH2:19][C@@H:18]2[CH2:22][N:23]2[C:29]3[CH:30]=[CH:31][CH:32]=[CH:33][C:28]=3[CH2:27][O:26][C:25]3[CH:34]=[CH:35][CH:36]=[CH:37][C:24]2=3)[CH2:11][CH2:10][CH2:9][CH2:8]1. (3) Given the reactants [N+:1]([C:4]1[CH:11]=[CH:10][CH:9]=[CH:8][C:5]=1[CH:6]=O)([O-:3])=[O:2].[CH3:12][O:13][C:14]1[CH:15]=[C:16]([CH:20]=[CH:21][C:22]=1[O:23][CH3:24])[CH2:17][C:18]#[N:19], predict the reaction product. The product is: [CH3:12][O:13][C:14]1[CH:15]=[C:16](/[C:17](=[CH:6]/[C:5]2[CH:8]=[CH:9][CH:10]=[CH:11][C:4]=2[N+:1]([O-:3])=[O:2])/[C:18]#[N:19])[CH:20]=[CH:21][C:22]=1[O:23][CH3:24]. (4) Given the reactants [CH:1]1([C:4]2[CH:5]=[C:6]([CH:8]=[CH:9][C:10]=2[F:11])[NH2:7])[CH2:3][CH2:2]1.Cl[C:13]([O:15][C:16]1[CH:21]=[CH:20][CH:19]=[CH:18][CH:17]=1)=[O:14].N1C=CC=CC=1.O, predict the reaction product. The product is: [CH:1]1([C:4]2[CH:5]=[C:6]([NH:7][C:13](=[O:14])[O:15][C:16]3[CH:21]=[CH:20][CH:19]=[CH:18][CH:17]=3)[CH:8]=[CH:9][C:10]=2[F:11])[CH2:3][CH2:2]1.